From a dataset of Reaction yield outcomes from USPTO patents with 853,638 reactions. Predict the reaction yield, written as a fraction of the theoretical maximum amount of product (1.0 means a 100% yield; for example, 0.34 means a 34% yield). (1) The reactants are Br[C:2]1[CH:11]=[CH:10][C:5]([O:6][CH2:7][CH2:8][OH:9])=[CH:4][CH:3]=1.[F:12][C:13]1[CH:53]=[N:52][C:16]2[N:17]([C:37]3[CH:42]=[CH:41][CH:40]=[C:39](B4OC(C)(C)C(C)(C)O4)[CH:38]=3)[C:18](=[O:36])[N:19]([C@@H:22]3[CH2:27][CH2:26][C@H:25]([NH:28][C:29](=[O:35])[O:30][C:31]([CH3:34])([CH3:33])[CH3:32])[CH2:24][CH2:23]3)[C:20](=[O:21])[C:15]=2[CH:14]=1. No catalyst specified. The product is [F:12][C:13]1[CH:53]=[N:52][C:16]2[N:17]([C:37]3[CH:42]=[C:41]([C:2]4[CH:11]=[CH:10][C:5]([O:6][CH2:7][CH2:8][OH:9])=[CH:4][CH:3]=4)[CH:40]=[CH:39][CH:38]=3)[C:18](=[O:36])[N:19]([C@@H:22]3[CH2:23][CH2:24][C@H:25]([NH:28][C:29](=[O:35])[O:30][C:31]([CH3:34])([CH3:33])[CH3:32])[CH2:26][CH2:27]3)[C:20](=[O:21])[C:15]=2[CH:14]=1. The yield is 0.430. (2) The reactants are [OH:1][CH2:2][CH2:3][N:4]1[CH2:8][CH2:7][O:6][C:5]1=[O:9].C(N(CC)CC)C.[C:17]1([CH3:27])[CH:22]=[CH:21][C:20]([S:23](Cl)(=[O:25])=[O:24])=[CH:19][CH:18]=1. The catalyst is ClCCl.CN(C1C=CN=CC=1)C. The product is [C:17]1([CH3:27])[CH:22]=[CH:21][C:20]([S:23]([O:1][CH2:2][CH2:3][N:4]2[CH2:8][CH2:7][O:6][C:5]2=[O:9])(=[O:25])=[O:24])=[CH:19][CH:18]=1. The yield is 0.730. (3) The yield is 0.410. The reactants are [Mg].BrCCBr.Br[CH:7]([CH3:15])[CH2:8][C:9]1[CH:14]=[CH:13][CH:12]=[CH:11][CH:10]=1.O1CCN=C1.[CH3:21][C:22]1([CH3:39])[CH2:26][O:25][C:24]([C:27]2[CH:32]=[C:31]([O:33][CH3:34])[C:30]([O:35][CH3:36])=[CH:29][C:28]=2OC)=[N:23]1. The catalyst is O1CCCC1.CCCCCC.C(OCC)(=O)C. The product is [CH3:36][O:35][C:30]1[C:31]([O:33][CH3:34])=[CH:32][C:27]([C:24]2[O:25][CH2:26][C:22]([CH3:21])([CH3:39])[N:23]=2)=[C:28]([CH:7]([CH3:15])[CH2:8][C:9]2[CH:14]=[CH:13][CH:12]=[CH:11][CH:10]=2)[CH:29]=1.